From a dataset of Reaction yield outcomes from USPTO patents with 853,638 reactions. Predict the reaction yield, written as a fraction of the theoretical maximum amount of product (1.0 means a 100% yield; for example, 0.34 means a 34% yield). (1) The reactants are COC(SCl)=O.[SH:7][CH2:8][CH2:9][OH:10].[SH:11][C:12]1[CH:17]=[CH:16][CH:15]=[CH:14][N:13]=1. The catalyst is ClCCl. The product is [N:13]1[CH:14]=[CH:15][CH:16]=[CH:17][C:12]=1[S:11][S:7][CH2:8][CH2:9][OH:10]. The yield is 0.780. (2) The reactants are Br[C:2]1[CH:7]=[CH:6][C:5]([C:8](=[O:32])[CH2:9][CH2:10][CH2:11][N:12]2[CH2:17][CH2:16][CH:15]([C:18]([OH:31])([C:25]3[CH:30]=[CH:29][CH:28]=[CH:27][CH:26]=3)[C:19]3[CH:24]=[CH:23][CH:22]=[CH:21][CH:20]=3)[CH2:14][CH2:13]2)=[CH:4][CH:3]=1.[C:33]1(B(O)O)[CH:38]=[CH:37][CH:36]=[CH:35][CH:34]=1.C(#N)C.C(=O)([O-])[O-].[K+].[K+]. The catalyst is O.CCOC(C)=O.[Pd](Cl)Cl.C(P(C(C)(C)C)[C-]1C=CC=C1)(C)(C)C.[C-]1(P(C(C)(C)C)C(C)(C)C)C=CC=C1.[Fe+2]. The product is [C:2]1([C:33]2[CH:38]=[CH:37][CH:36]=[CH:35][CH:34]=2)[CH:7]=[CH:6][C:5]([C:8](=[O:32])[CH2:9][CH2:10][CH2:11][N:12]2[CH2:17][CH2:16][CH:15]([C:18]([OH:31])([C:25]3[CH:30]=[CH:29][CH:28]=[CH:27][CH:26]=3)[C:19]3[CH:24]=[CH:23][CH:22]=[CH:21][CH:20]=3)[CH2:14][CH2:13]2)=[CH:4][CH:3]=1. The yield is 0.360. (3) The reactants are [CH2:1]([N:8]1[CH2:13][CH2:12][C:11](=O)[CH:10]([CH3:15])[CH2:9]1)[C:2]1[CH:7]=[CH:6][CH:5]=[CH:4][CH:3]=1.[NH2:16][C:17]1[CH:18]=[C:19]2[C:23](=[CH:24][CH:25]=1)[NH:22][N:21]=[CH:20]2.C(O)(=O)C.C(=O)([O-])O.[Na+]. The catalyst is CO.C(O)(=O)C. The product is [CH2:1]([N:8]1[CH2:13][CH2:12][CH:11]([NH:16][C:17]2[CH:18]=[C:19]3[C:23](=[CH:24][CH:25]=2)[NH:22][N:21]=[CH:20]3)[CH:10]([CH3:15])[CH2:9]1)[C:2]1[CH:7]=[CH:6][CH:5]=[CH:4][CH:3]=1. The yield is 0.650. (4) The reactants are [CH3:1][O:2][C:3]1[CH:8]=[CH:7][C:6]([CH2:9][OH:10])=[CH:5][CH:4]=1.[H-].[Na+].[Br:13][C:14]1[CH:15]=[C:16]([O:21][CH2:22][CH3:23])[C:17](Cl)=[N:18][CH:19]=1. The catalyst is CN(C=O)C. The product is [Br:13][C:14]1[CH:15]=[C:16]([O:21][CH2:22][CH3:23])[C:17]([O:10][CH2:9][C:6]2[CH:7]=[CH:8][C:3]([O:2][CH3:1])=[CH:4][CH:5]=2)=[N:18][CH:19]=1. The yield is 0.678. (5) The reactants are [Na].[Cl:2][C:3]1[CH:4]=[CH:5][C:6]([CH2:9][OH:10])=[N:7][CH:8]=1.[N+]([C:14]1[CH:19]=[CH:18][N+:17]([O-:20])=[CH:16][CH:15]=1)([O-])=O. The catalyst is C1COCC1. The product is [Cl:2][C:3]1[CH:4]=[CH:5][C:6]([CH2:9][O:10][C:14]2[CH:19]=[CH:18][N+:17]([O-:20])=[CH:16][CH:15]=2)=[N:7][CH:8]=1. The yield is 0.490. (6) The reactants are [OH:1][CH2:2][C:3]([CH3:39])([C:33]1[CH:38]=[CH:37][CH:36]=[CH:35][CH:34]=1)[CH2:4][CH2:5][CH2:6][CH2:7][NH:8][C:9]([NH:11][CH2:12][CH2:13][CH2:14][CH2:15][CH2:16][C:17]([CH3:32])([C:26]1[CH:31]=[CH:30][CH:29]=[CH:28][CH:27]=1)[CH2:18][O:19]C1CCCCO1)=[O:10].CC1C=CC(S(O)(=O)=O)=CC=1.O.C([O-])([O-])=O.[K+].[K+]. The yield is 1.00. The catalyst is CO. The product is [OH:19][CH2:18][C:17]([CH3:32])([C:26]1[CH:27]=[CH:28][CH:29]=[CH:30][CH:31]=1)[CH2:16][CH2:15][CH2:14][CH2:13][CH2:12][NH:11][C:9]([NH:8][CH2:7][CH2:6][CH2:5][CH2:4][C:3]([CH3:39])([C:33]1[CH:38]=[CH:37][CH:36]=[CH:35][CH:34]=1)[CH2:2][OH:1])=[O:10].